This data is from Full USPTO retrosynthesis dataset with 1.9M reactions from patents (1976-2016). The task is: Predict the reactants needed to synthesize the given product. (1) Given the product [N:1]1[C:10]2[C:5](=[CH:6][CH:7]=[CH:8][CH:9]=2)[CH:4]=[CH:3][C:2]=1[CH2:11][O:12][C:13]1[CH:18]=[CH:17][C:16]([CH2:19][C:20]([Cl:25])=[O:22])=[CH:15][CH:14]=1, predict the reactants needed to synthesize it. The reactants are: [N:1]1[C:10]2[C:5](=[CH:6][CH:7]=[CH:8][CH:9]=2)[CH:4]=[CH:3][C:2]=1[CH2:11][O:12][C:13]1[CH:18]=[CH:17][C:16]([CH2:19][C:20]([OH:22])=O)=[CH:15][CH:14]=1.O=S(Cl)[Cl:25]. (2) Given the product [N:15]1([C:20]([C:22]2[CH:27]=[C:26]([C:2]3[CH:3]=[C:4]4[C:9](=[N:10][CH:11]=3)[N:8]([C:12]([NH2:14])=[O:13])[CH2:7][CH2:6][CH2:5]4)[CH:25]=[N:24][CH:23]=2)=[O:21])[CH2:19][CH2:18][CH2:17][CH2:16]1, predict the reactants needed to synthesize it. The reactants are: Br[C:2]1[CH:3]=[C:4]2[C:9](=[N:10][CH:11]=1)[N:8]([C:12]([NH2:14])=[O:13])[CH2:7][CH2:6][CH2:5]2.[N:15]1([C:20]([C:22]2[CH:23]=[N:24][CH:25]=[C:26](B3OC(C)(C)C(C)(C)O3)[CH:27]=2)=[O:21])[CH2:19][CH2:18][CH2:17][CH2:16]1.C(=O)([O-])[O-].[Na+].[Na+].